This data is from HIV replication inhibition screening data with 41,000+ compounds from the AIDS Antiviral Screen. The task is: Binary Classification. Given a drug SMILES string, predict its activity (active/inactive) in a high-throughput screening assay against a specified biological target. (1) The molecule is COC1(C)C(=O)NC(=O)N(C2C=CC(CO)O2)C1O. The result is 1 (active). (2) The drug is CCC1(CC)C(=O)NN(C(=O)c2ccc(Cl)cc2)C1=O. The result is 0 (inactive).